From a dataset of Peptide-MHC class II binding affinity with 134,281 pairs from IEDB. Regression. Given a peptide amino acid sequence and an MHC pseudo amino acid sequence, predict their binding affinity value. This is MHC class II binding data. (1) The peptide sequence is NFTVGRIIELFTAKG. The MHC is HLA-DQA10102-DQB10502 with pseudo-sequence HLA-DQA10102-DQB10502. The binding affinity (normalized) is 0.396. (2) The peptide sequence is GWIISNIFGAIPVLG. The MHC is HLA-DPA10201-DPB10101 with pseudo-sequence HLA-DPA10201-DPB10101. The binding affinity (normalized) is 0.714. (3) The peptide sequence is SQDRELSWNLNGLQAY. The MHC is DRB1_1302 with pseudo-sequence DRB1_1302. The binding affinity (normalized) is 0.612. (4) The peptide sequence is ELQVIEKVDAAFKVA. The MHC is HLA-DQA10501-DQB10201 with pseudo-sequence HLA-DQA10501-DQB10201. The binding affinity (normalized) is 0.303. (5) The peptide sequence is AFNVENGNATPQLTK. The MHC is HLA-DPA10201-DPB10101 with pseudo-sequence HLA-DPA10201-DPB10101. The binding affinity (normalized) is 0.215. (6) The peptide sequence is SKISGEWYSIFLASD. The MHC is DRB1_0101 with pseudo-sequence DRB1_0101. The binding affinity (normalized) is 0.445.